Dataset: hERG Central: cardiac toxicity at 1µM, 10µM, and general inhibition. Task: Predict hERG channel inhibition at various concentrations. The drug is Cl.O=C(c1ccccc1)c1coc2ccc(O)c(CN3CCOCC3)c12. Results: hERG_inhib (hERG inhibition (general)): blocker.